Dataset: Full USPTO retrosynthesis dataset with 1.9M reactions from patents (1976-2016). Task: Predict the reactants needed to synthesize the given product. (1) Given the product [C:44]([C:48]1[CH:62]=[CH:61][C:51]([CH2:52][N:53]([CH2:54][CH:55]([OH:60])[C:56]([F:59])([F:57])[F:58])[C:10]([C:8]2[CH:7]=[CH:6][CH:5]=[C:4]3[C:9]=2[NH:1][CH:2]=[CH:3]3)=[O:12])=[CH:50][CH:49]=1)([CH3:47])([CH3:45])[CH3:46], predict the reactants needed to synthesize it. The reactants are: [NH:1]1[C:9]2[C:4](=[CH:5][CH:6]=[CH:7][C:8]=2[C:10]([OH:12])=O)[CH:3]=[CH:2]1.CN(C(ON1N=NC2C=CC=CC1=2)=[N+](C)C)C.[B-](F)(F)(F)F.C(N(CC)C(C)C)(C)C.[C:44]([C:48]1[CH:62]=[CH:61][C:51]([CH2:52][NH:53][CH2:54][CH:55]([OH:60])[C:56]([F:59])([F:58])[F:57])=[CH:50][CH:49]=1)([CH3:47])([CH3:46])[CH3:45]. (2) Given the product [CH3:17][O:18][C:19](=[O:32])[CH2:20][N:21]1[C:29]2[C:24](=[CH:25][C:26]([F:30])=[CH:27][CH:28]=2)[C:23]([CH2:15][C:11]2[S:12][CH:13]=[CH:14][C:10]=2[S:7]([C:2]2[CH:3]=[CH:4][CH:5]=[CH:6][N:1]=2)(=[O:8])=[O:9])=[C:22]1[CH3:31], predict the reactants needed to synthesize it. The reactants are: [N:1]1[CH:6]=[CH:5][CH:4]=[CH:3][C:2]=1[S:7]([C:10]1[CH:14]=[CH:13][S:12][C:11]=1[CH:15]=O)(=[O:9])=[O:8].[CH3:17][O:18][C:19](=[O:32])[CH2:20][N:21]1[C:29]2[C:24](=[CH:25][C:26]([F:30])=[CH:27][CH:28]=2)[CH:23]=[C:22]1[CH3:31].